The task is: Regression. Given two drug SMILES strings and cell line genomic features, predict the synergy score measuring deviation from expected non-interaction effect.. This data is from NCI-60 drug combinations with 297,098 pairs across 59 cell lines. (1) Drug 2: CCC1(C2=C(COC1=O)C(=O)N3CC4=CC5=C(C=CC(=C5CN(C)C)O)N=C4C3=C2)O.Cl. Drug 1: C#CCC(CC1=CN=C2C(=N1)C(=NC(=N2)N)N)C3=CC=C(C=C3)C(=O)NC(CCC(=O)O)C(=O)O. Cell line: MDA-MB-435. Synergy scores: CSS=12.7, Synergy_ZIP=-2.55, Synergy_Bliss=0.183, Synergy_Loewe=-1.88, Synergy_HSA=-3.52. (2) Drug 1: CC1C(C(CC(O1)OC2CC(OC(C2O)C)OC3=CC4=CC5=C(C(=O)C(C(C5)C(C(=O)C(C(C)O)O)OC)OC6CC(C(C(O6)C)O)OC7CC(C(C(O7)C)O)OC8CC(C(C(O8)C)O)(C)O)C(=C4C(=C3C)O)O)O)O. Drug 2: CNC(=O)C1=NC=CC(=C1)OC2=CC=C(C=C2)NC(=O)NC3=CC(=C(C=C3)Cl)C(F)(F)F. Cell line: OVCAR-4. Synergy scores: CSS=28.2, Synergy_ZIP=2.36, Synergy_Bliss=0.119, Synergy_Loewe=-40.5, Synergy_HSA=-2.14. (3) Drug 2: CC1=C(C(=CC=C1)Cl)NC(=O)C2=CN=C(S2)NC3=CC(=NC(=N3)C)N4CCN(CC4)CCO. Cell line: SF-268. Synergy scores: CSS=14.5, Synergy_ZIP=0.447, Synergy_Bliss=5.59, Synergy_Loewe=-9.15, Synergy_HSA=1.35. Drug 1: C1CCC(C1)C(CC#N)N2C=C(C=N2)C3=C4C=CNC4=NC=N3. (4) Drug 1: C1=CC(=CC=C1CC(C(=O)O)N)N(CCCl)CCCl.Cl. Drug 2: C1C(C(OC1N2C=NC3=C2NC=NCC3O)CO)O. Cell line: OVCAR-4. Synergy scores: CSS=-3.49, Synergy_ZIP=-0.00645, Synergy_Bliss=-4.04, Synergy_Loewe=-7.89, Synergy_HSA=-7.72. (5) Drug 1: CC1=C(N=C(N=C1N)C(CC(=O)N)NCC(C(=O)N)N)C(=O)NC(C(C2=CN=CN2)OC3C(C(C(C(O3)CO)O)O)OC4C(C(C(C(O4)CO)O)OC(=O)N)O)C(=O)NC(C)C(C(C)C(=O)NC(C(C)O)C(=O)NCCC5=NC(=CS5)C6=NC(=CS6)C(=O)NCCC[S+](C)C)O. Drug 2: C(CC(=O)O)C(=O)CN.Cl. Cell line: MOLT-4. Synergy scores: CSS=59.0, Synergy_ZIP=-0.494, Synergy_Bliss=-0.763, Synergy_Loewe=-7.48, Synergy_HSA=0.823.